From a dataset of NCI-60 drug combinations with 297,098 pairs across 59 cell lines. Regression. Given two drug SMILES strings and cell line genomic features, predict the synergy score measuring deviation from expected non-interaction effect. (1) Drug 1: COC1=C(C=C2C(=C1)N=CN=C2NC3=CC(=C(C=C3)F)Cl)OCCCN4CCOCC4. Drug 2: C(CN)CNCCSP(=O)(O)O. Synergy scores: CSS=10.3, Synergy_ZIP=-3.14, Synergy_Bliss=-2.84, Synergy_Loewe=-8.90, Synergy_HSA=-4.40. Cell line: SK-MEL-28. (2) Drug 1: CS(=O)(=O)OCCCCOS(=O)(=O)C. Drug 2: C1CC(=O)NC(=O)C1N2C(=O)C3=CC=CC=C3C2=O. Cell line: NCI-H522. Synergy scores: CSS=-0.833, Synergy_ZIP=0.0101, Synergy_Bliss=1.54, Synergy_Loewe=-2.40, Synergy_HSA=-2.59. (3) Drug 1: CC1C(C(CC(O1)OC2CC(CC3=C2C(=C4C(=C3O)C(=O)C5=C(C4=O)C(=CC=C5)OC)O)(C(=O)C)O)N)O.Cl. Drug 2: CCN(CC)CCCC(C)NC1=C2C=C(C=CC2=NC3=C1C=CC(=C3)Cl)OC. Cell line: HL-60(TB). Synergy scores: CSS=47.7, Synergy_ZIP=0.963, Synergy_Bliss=-5.75, Synergy_Loewe=-27.2, Synergy_HSA=-5.11. (4) Drug 1: C1CC(C1)(C(=O)O)C(=O)O.[NH2-].[NH2-].[Pt+2]. Drug 2: CN1C=C(C=N1)C2=C3N=C(C(=C(N3N=C2)N)Br)C4CCCNC4. Cell line: OVCAR3. Synergy scores: CSS=65.1, Synergy_ZIP=15.5, Synergy_Bliss=14.6, Synergy_Loewe=12.5, Synergy_HSA=17.0.